This data is from Catalyst prediction with 721,799 reactions and 888 catalyst types from USPTO. The task is: Predict which catalyst facilitates the given reaction. (1) Reactant: [CH:1](=O)[C:2]1[O:6][CH:5]=[CH:4][CH:3]=1.[C:8]([CH2:10][C:11]([O:13][CH3:14])=[O:12])#[N:9].[O-2].[Al+3].[O-2].[O-2].[Al+3]. Product: [C:8]([C:10](=[CH:1][C:2]1[O:6][CH:5]=[CH:4][CH:3]=1)[C:11]([O:13][CH3:14])=[O:12])#[N:9]. The catalyst class is: 4. (2) Reactant: Br[C:2]1[CH:3]=[C:4]([N:8]2[C:16]3[CH:15]=[CH:14][C:13]([CH3:17])=[CH:12][C:11]=3[C:10]3[CH2:18][N:19]([CH3:22])[CH2:20][CH2:21][C:9]2=3)[CH:5]=[CH:6][CH:7]=1.[C:23]([NH:26][C:27]1[CH:32]=[CH:31][C:30](B2OC(C)(C)C(C)(C)O2)=[CH:29][N:28]=1)(=[O:25])[CH3:24].C([O-])([O-])=O.[K+].[K+].O. Product: [CH3:22][N:19]1[CH2:20][CH2:21][C:9]2[N:8]([C:4]3[CH:3]=[C:2]([C:30]4[CH:31]=[CH:32][C:27]([NH:26][C:23](=[O:25])[CH3:24])=[N:28][CH:29]=4)[CH:7]=[CH:6][CH:5]=3)[C:16]3[CH:15]=[CH:14][C:13]([CH3:17])=[CH:12][C:11]=3[C:10]=2[CH2:18]1. The catalyst class is: 104. (3) Reactant: [Cl:1][C:2]1[CH:3]=[C:4]([CH:17]=[CH:18][C:19]=1[Cl:20])[CH:5]=[C:6]1[C:14](=[O:15])[C:13]2[C:8](=[CH:9][CH:10]=[CH:11][CH:12]=2)[C:7]1=[O:16].[OH:21]O.[OH-].[Na+].O. Product: [Cl:1][C:2]1[CH:3]=[C:4]([CH:5]2[C:6]3([C:14](=[O:15])[C:13]4[C:8](=[CH:9][CH:10]=[CH:11][CH:12]=4)[C:7]3=[O:16])[O:21]2)[CH:17]=[CH:18][C:19]=1[Cl:20]. The catalyst class is: 5.